Dataset: Reaction yield outcomes from USPTO patents with 853,638 reactions. Task: Predict the reaction yield, written as a fraction of the theoretical maximum amount of product (1.0 means a 100% yield; for example, 0.34 means a 34% yield). (1) The reactants are S(=O)(=O)(O)O.[C:6]1([CH:13]=[CH:12][CH:11]=[C:9]([OH:10])[CH:8]=1)[OH:7].C([O:16][C:17](=O)[CH:18]([CH2:22][C:23]1[CH:28]=[CH:27][CH:26]=[C:25]([N+:29]([O-:31])=[O:30])[C:24]=1[F:32])[C:19](=O)[CH3:20])C. The catalyst is O. The product is [F:32][C:24]1[C:25]([N+:29]([O-:31])=[O:30])=[CH:26][CH:27]=[CH:28][C:23]=1[CH2:22][C:18]1[C:17](=[O:16])[O:7][C:6]2[CH:8]=[C:9]([OH:10])[CH:11]=[CH:12][C:13]=2[C:19]=1[CH3:20]. The yield is 0.640. (2) The reactants are [N:1]1[C:10]2[C:5](=[CH:6][C:7](/[CH:11]=[C:12]3/[C:13](=[O:18])[NH:14][C:15](=[S:17])[S:16]/3)=[CH:8][CH:9]=2)[CH:4]=[CH:3][CH:2]=1.IC.[CH:21](N(CC)C(C)C)(C)C.O. The catalyst is C(O)C. The product is [CH3:21][S:17][C:15]1[S:16]/[C:12](=[CH:11]\[C:7]2[CH:6]=[C:5]3[C:10](=[CH:9][CH:8]=2)[N:1]=[CH:2][CH:3]=[CH:4]3)/[C:13](=[O:18])[N:14]=1. The yield is 0.820. (3) The reactants are [Si:1]([O:8][CH2:9][CH2:10][CH2:11][CH2:12][CH2:13][CH2:14][NH:15][CH:16]1[CH2:21][CH2:20][CH2:19][CH2:18][CH2:17]1)([C:4]([CH3:7])([CH3:6])[CH3:5])([CH3:3])[CH3:2].[N:22]([C:25]([CH3:28])([CH3:27])[CH3:26])=[C:23]=[O:24]. The catalyst is O1CCCC1. The product is [C:25]([NH:22][C:23](=[O:24])[N:15]([CH2:14][CH2:13][CH2:12][CH2:11][CH2:10][CH2:9][O:8][Si:1]([C:4]([CH3:7])([CH3:6])[CH3:5])([CH3:3])[CH3:2])[CH:16]1[CH2:17][CH2:18][CH2:19][CH2:20][CH2:21]1)([CH3:28])([CH3:27])[CH3:26]. The yield is 1.14. (4) The reactants are COC([N:5]1[CH2:10][CH:9]([CH2:11][CH:12]([CH2:15][C:16]2[CH:21]=[CH:20][C:19]([F:22])=[CH:18][C:17]=2[F:23])[CH2:13][CH3:14])[C:8](=[O:24])N(C)C1C(C)(C)C)=O.Cl.[O:31]1CCOCC1. No catalyst specified. The product is [NH2:5][CH2:10][C@@H:9]([CH2:11][C@H:12]([CH2:15][C:16]1[CH:21]=[CH:20][C:19]([F:22])=[CH:18][C:17]=1[F:23])[CH2:13][CH3:14])[C:8]([OH:24])=[O:31]. The yield is 0.240. (5) The reactants are Cl.[CH2:2]([O:9][C:10]1[CH:15]=[CH:14][C:13]([NH:16][C:17]2[C:26]3[C:21](=[CH:22][C:23]([F:28])=[C:24](I)[CH:25]=3)[N:20]=[CH:19][N:18]=2)=[CH:12][CH:11]=1)[C:3]1[CH:8]=[CH:7][CH:6]=[CH:5][CH:4]=1.[O:29]1[CH2:33][CH2:32][O:31][CH:30]1[C:34]1[O:38][C:37]([Sn](CCCC)(CCCC)CCCC)=[CH:36][CH:35]=1.C(N(C(C)C)CC)(C)C. The catalyst is CN(C=O)C.Cl[Pd](Cl)([P](C1C=CC=CC=1)(C1C=CC=CC=1)C1C=CC=CC=1)[P](C1C=CC=CC=1)(C1C=CC=CC=1)C1C=CC=CC=1. The product is [CH2:2]([O:9][C:10]1[CH:15]=[CH:14][C:13]([NH:16][C:17]2[C:26]3[C:21](=[CH:22][C:23]([F:28])=[C:24]([C:37]4[O:38][C:34]([CH:30]5[O:31][CH2:32][CH2:33][O:29]5)=[CH:35][CH:36]=4)[CH:25]=3)[N:20]=[CH:19][N:18]=2)=[CH:12][CH:11]=1)[C:3]1[CH:8]=[CH:7][CH:6]=[CH:5][CH:4]=1. The yield is 0.590. (6) The reactants are Cl[CH2:2][C:3]1[CH:4]=[C:5]2[C:9](=[C:10]([N+:12]([O-:14])=[O:13])[CH:11]=1)[NH:8][C:7]([C:15]1[S:16][CH2:17][C@@H:18]([CH2:20][O:21][C:22](=[O:27])[C:23]([CH3:26])([CH3:25])[CH3:24])[N:19]=1)=[CH:6]2.[CH:28]([N:31](C(C)C)[CH2:32]C)(C)C.CNC.O. The catalyst is CS(C)=O. The yield is 0.710. The product is [CH3:28][N:31]([CH2:2][C:3]1[CH:4]=[C:5]2[C:9](=[C:10]([N+:12]([O-:14])=[O:13])[CH:11]=1)[NH:8][C:7]([C:15]1[S:16][CH2:17][C@@H:18]([CH2:20][O:21][C:22](=[O:27])[C:23]([CH3:26])([CH3:25])[CH3:24])[N:19]=1)=[CH:6]2)[CH3:32].